This data is from Full USPTO retrosynthesis dataset with 1.9M reactions from patents (1976-2016). The task is: Predict the reactants needed to synthesize the given product. (1) Given the product [Cl:3][C:4]1[CH:5]=[C:6]2[C:10](=[CH:11][CH:12]=1)[N:9]([C:14]1[C:23]3[C:18](=[CH:19][CH:20]=[CH:21][CH:22]=3)[N:17]=[C:16]([C:24]3[CH:29]=[CH:28][CH:27]=[CH:26][CH:25]=3)[CH:15]=1)[CH:8]=[CH:7]2, predict the reactants needed to synthesize it. The reactants are: [H-].[Na+].[Cl:3][C:4]1[CH:5]=[C:6]2[C:10](=[CH:11][CH:12]=1)[NH:9][CH:8]=[CH:7]2.Cl[C:14]1[C:23]2[C:18](=[CH:19][CH:20]=[CH:21][CH:22]=2)[N:17]=[C:16]([C:24]2[CH:29]=[CH:28][CH:27]=[CH:26][CH:25]=2)[CH:15]=1. (2) Given the product [Cl:1][C:2]([Cl:36])([Cl:37])[CH2:3][O:4][C:5](=[O:35])[C:6]1[CH:11]=[CH:10][CH:9]=[CH:8][C:7]=1[CH2:12][S:13][C:14]1[CH:19]=[CH:18][CH:17]=[C:16]([CH2:20][C:21]([O:23][CH2:73][CH2:72][C:69]2[CH:68]=[CH:67][C:66]([C:65]([F:64])([F:75])[F:76])=[CH:71][CH:70]=2)=[O:22])[CH:15]=1, predict the reactants needed to synthesize it. The reactants are: [Cl:1][C:2]([Cl:37])([Cl:36])[CH2:3][O:4][C:5](=[O:35])[C:6]1[CH:11]=[CH:10][CH:9]=[CH:8][C:7]=1[CH2:12][S:13][C:14]1[CH:19]=[CH:18][CH:17]=[C:16]([CH2:20][C:21]([O:23]CC2C=CC(C(F)(F)F)=CC=2)=[O:22])[CH:15]=1.ClC(Cl)(Cl)COC(=O)C1C=CC=CC=1CSC1C=CC=C(CC(O)=O)C=1.[F:64][C:65]([F:76])([F:75])[C:66]1[CH:71]=[CH:70][C:69]([CH:72](O)[CH3:73])=[CH:68][CH:67]=1.Cl. (3) The reactants are: [NH:1]1[CH2:6][CH2:5][CH:4]([N:7]2[C:15]3[C:10](=[N:11][CH:12]=[CH:13][CH:14]=3)[NH:9][C:8]2=[O:16])[CH2:3][CH2:2]1.Cl[C:18]1[CH:23]=[C:22]([C:24]([C:26]2[CH:36]=[C:35]([CH3:37])[C:29]3[N:30]([CH3:34])[C:31](=[O:33])[O:32][C:28]=3[CH:27]=2)=[O:25])[CH:21]=[CH:20][N:19]=1. Given the product [CH3:34][N:30]1[C:29]2[C:35]([CH3:37])=[CH:36][C:26]([C:24]([C:22]3[CH:21]=[CH:20][N:19]=[C:18]([N:1]4[CH2:2][CH2:3][CH:4]([N:7]5[C:15]6[C:10](=[N:11][CH:12]=[CH:13][CH:14]=6)[NH:9][C:8]5=[O:16])[CH2:5][CH2:6]4)[CH:23]=3)=[O:25])=[CH:27][C:28]=2[O:32][C:31]1=[O:33], predict the reactants needed to synthesize it. (4) Given the product [O:16]1[CH2:17][CH2:18][O:19][C:14]2[CH:13]=[C:12]([NH:10][C:11]3[N:4]4[C:3]([O:2][CH3:1])=[CH:8][CH:7]=[N:6][C:5]4=[N:9][C:30]=3[C:29]3[C:28]([CH3:35])=[CH:27][C:26]([O:25][CH2:24][CH2:23][F:22])=[CH:33][C:32]=3[CH3:34])[CH:21]=[CH:20][C:15]1=2, predict the reactants needed to synthesize it. The reactants are: [CH3:1][O:2][C:3]1[CH:8]=[CH:7][N:6]=[C:5]([NH2:9])[N:4]=1.[N+:10]([C:12]1[CH:21]=[CH:20][C:15]2[O:16][CH2:17][CH2:18][O:19][C:14]=2[CH:13]=1)#[C-:11].[F:22][CH2:23][CH2:24][O:25][C:26]1[CH:33]=[C:32]([CH3:34])[C:29]([CH:30]=O)=[C:28]([CH3:35])[CH:27]=1.[Cl-].[In+3].[Cl-].[Cl-]. (5) Given the product [NH2:56][C:54](=[O:55])[CH2:53][CH2:52][NH:51][C:15]([C:14]1[CH:13]=[N:12][N:10]2[CH:11]=[C:6]([CH2:5][C:4]3[CH:18]=[CH:19][C:20]([F:21])=[C:2]([Cl:1])[CH:3]=3)[CH:7]=[N:8][C:9]=12)=[O:17], predict the reactants needed to synthesize it. The reactants are: [Cl:1][C:2]1[CH:3]=[C:4]([CH:18]=[CH:19][C:20]=1[F:21])[CH2:5][C:6]1[CH:7]=[N:8][C:9]2[N:10]([N:12]=[CH:13][C:14]=2[C:15]([OH:17])=O)[CH:11]=1.CN(C(ON1N=NC2C=CC=CC1=2)=[N+](C)C)C.[B-](F)(F)(F)F.C(N(CC)CC)C.[NH2:51][CH2:52][CH2:53][C:54]([NH2:56])=[O:55]. (6) Given the product [CH2:6]([O:5][P:4]([CH2:9][CH2:10][NH:11][C:12](=[O:15])[CH:13]=[CH2:14])([O:3][CH2:1][CH3:2])=[O:8])[CH3:7], predict the reactants needed to synthesize it. The reactants are: [CH2:1]([O:3][P:4]([CH2:9][CH2:10][NH2:11])(=[O:8])[O:5][CH2:6][CH3:7])[CH3:2].[C:12](Cl)(=[O:15])[CH:13]=[CH2:14].[OH-].[Na+].